Predict the product of the given reaction. From a dataset of Forward reaction prediction with 1.9M reactions from USPTO patents (1976-2016). (1) Given the reactants [CH3:1][S:2](Cl)(=[O:4])=[O:3].C(N(CC)CC)C.[F:13][C:14]1[CH:19]=[C:18]([F:20])[CH:17]=[CH:16][C:15]=1[CH2:21][CH2:22][OH:23], predict the reaction product. The product is: [CH3:1][S:2]([O:23][CH2:22][CH2:21][C:15]1[CH:16]=[CH:17][C:18]([F:20])=[CH:19][C:14]=1[F:13])(=[O:4])=[O:3]. (2) Given the reactants [N:1]([O-:3])=O.[Na+].[CH3:5][O:6][C:7]1[CH:12]=[CH:11][C:10]([NH:13][CH2:14][C:15]([OH:17])=[O:16])=[CH:9][CH:8]=1.Cl, predict the reaction product. The product is: [CH3:5][O:6][C:7]1[CH:8]=[CH:9][C:10]([N:13]([N:1]=[O:3])[CH2:14][C:15]([OH:17])=[O:16])=[CH:11][CH:12]=1. (3) The product is: [CH3:19][C:20]1[CH:25]=[C:24]([CH3:26])[N:23]2[N:27]=[CH:28][C:29]([C:30]([OH:32])=[O:31])=[C:22]2[N:21]=1. Given the reactants CC(=O)CC(=O)C.NC1C(C(OCC)=O)=CNN=1.[CH3:19][C:20]1[CH:25]=[C:24]([CH3:26])[N:23]2[N:27]=[CH:28][C:29]([C:30]([O:32]CC)=[O:31])=[C:22]2[N:21]=1.[OH-].[Na+], predict the reaction product. (4) Given the reactants [C:1]([C:4]1[C:5]([NH:13][C:14]([C:16]2[C:25]3[C:20](=[CH:21][CH:22]=[CH:23][CH:24]=3)[CH:19]=[CH:18][CH:17]=2)=O)=[CH:6][C:7]2[O:11][CH2:10][O:9][C:8]=2[CH:12]=1)(=[O:3])[CH3:2].[OH-].[Na+], predict the reaction product. The product is: [C:16]1([C:14]2[CH2:2][C:1](=[O:3])[C:4]3[C:5](=[CH:6][C:7]4[O:11][CH2:10][O:9][C:8]=4[CH:12]=3)[N:13]=2)[C:25]2[C:20](=[CH:21][CH:22]=[CH:23][CH:24]=2)[CH:19]=[CH:18][CH:17]=1.